Dataset: Forward reaction prediction with 1.9M reactions from USPTO patents (1976-2016). Task: Predict the product of the given reaction. (1) The product is: [CH3:11][O:10][C:9]1[CH:8]=[C:18]([CH2:13][CH2:14][CH3:15])[CH:24]=[CH:23][C:22]=1[CH2:21][OH:20]. Given the reactants COCCO[AlH2-]O[CH2:8][CH2:9][O:10][CH3:11].[Na+].[C:13]1(C)[CH:18]=CC=[CH:15][CH:14]=1.[O:20]1[CH2:24][CH2:23][CH2:22][CH2:21]1.O.O.O.O.C(C(C(C([O-])=O)O)O)([O-])=O.[Na+].[K+], predict the reaction product. (2) Given the reactants [CH3:1][O:2][C:3]1[N:4]=[C:5]([NH2:21])[C:6]2[N:11]=[CH:10][N:9]([C@@H]3O[C@H](CO)[C@@H](O)[C@H]3O)[C:7]=2[N:8]=1.ClC1N=C2C(NC=N2)=C(N)N=1.C[O-].[Na+].CO, predict the reaction product. The product is: [CH3:1][O:2][C:3]1[N:8]=[C:7]2[C:6]([NH:11][CH:10]=[N:9]2)=[C:5]([NH2:21])[N:4]=1. (3) Given the reactants C[O:2][C:3](=[O:34])[CH:4]([NH:19][S:20]([C:23]1[CH:28]=[CH:27][C:26]([O:29][CH2:30][C:31]#[C:32][CH3:33])=[CH:25][CH:24]=1)(=[O:22])=[O:21])[C:5]1[CH:10]=[CH:9][C:8]([O:11][CH2:12][CH2:13][N:14]2[CH2:18][CH2:17][CH2:16][CH2:15]2)=[CH:7][CH:6]=1.[OH-].[Na+], predict the reaction product. The product is: [CH2:30]([O:29][C:26]1[CH:27]=[CH:28][C:23]([S:20]([NH:19][CH:4]([C:5]2[CH:10]=[CH:9][C:8]([O:11][CH2:12][CH2:13][N:14]3[CH2:15][CH2:16][CH2:17][CH2:18]3)=[CH:7][CH:6]=2)[C:3]([OH:34])=[O:2])(=[O:21])=[O:22])=[CH:24][CH:25]=1)[C:31]#[C:32][CH3:33]. (4) Given the reactants C([O:3][C:4](=[O:20])[C:5]1[CH:10]=[CH:9][C:8]([C:11]2[CH:15]=[C:14]([C:16]([F:19])([F:18])[F:17])[O:13][N:12]=2)=[CH:7][CH:6]=1)C.O.[OH-].[Li+], predict the reaction product. The product is: [F:19][C:16]([F:17])([F:18])[C:14]1[O:13][N:12]=[C:11]([C:8]2[CH:9]=[CH:10][C:5]([C:4]([OH:20])=[O:3])=[CH:6][CH:7]=2)[CH:15]=1. (5) The product is: [F:15][C:16]1[CH:21]=[C:20]([F:22])[CH:19]=[CH:18][C:17]=1[N:23]1[CH:27]([C:28]2[CH:29]=[CH:30][C:31]([C:2]3[C:3]([CH3:8])=[N:4][CH:5]=[CH:6][CH:7]=3)=[CH:32][CH:33]=2)[CH2:26][C:25]([C:43]([C:49]([F:52])([F:51])[F:50])([C:45]([F:46])([F:47])[F:48])[OH:44])=[N:24]1. Given the reactants Br[C:2]1[C:3]([CH3:8])=[N:4][CH:5]=[CH:6][CH:7]=1.COCCOC.[F:15][C:16]1[CH:21]=[C:20]([F:22])[CH:19]=[CH:18][C:17]=1[N:23]1[CH:27]([C:28]2[CH:33]=[CH:32][C:31](B3OC(C)(C)C(C)(C)O3)=[CH:30][CH:29]=2)[CH2:26][C:25]([C:43]([C:49]([F:52])([F:51])[F:50])([C:45]([F:48])([F:47])[F:46])[OH:44])=[N:24]1.C(=O)([O-])[O-].[Na+].[Na+], predict the reaction product.